From a dataset of Reaction yield outcomes from USPTO patents with 853,638 reactions. Predict the reaction yield, written as a fraction of the theoretical maximum amount of product (1.0 means a 100% yield; for example, 0.34 means a 34% yield). (1) The reactants are [I:1][C:2]1[CH:12]=[N:11][C:5]2[NH:6][CH2:7][C:8](=[O:10])[NH:9][C:4]=2[CH:3]=1.[F:13][C:14]1[C:15]([C:22]([F:25])([F:24])[F:23])=[C:16]([CH:19]=[CH:20][CH:21]=1)[CH2:17]Br. No catalyst specified. The product is [F:13][C:14]1[C:15]([C:22]([F:23])([F:24])[F:25])=[C:16]([CH:19]=[CH:20][CH:21]=1)[CH2:17][N:9]1[C:8](=[O:10])[CH2:7][NH:6][C:5]2[N:11]=[CH:12][C:2]([I:1])=[CH:3][C:4]1=2. The yield is 0.540. (2) The reactants are [O:1]=[C:2]1[CH2:7][CH2:6][CH:5]([N:8]2[C:13](=[O:14])[C:12]([CH2:15][C:16]3[CH:21]=[CH:20][C:19]([C:22]4[CH:27]=[CH:26][CH:25]=[CH:24][C:23]=4[C:28]4[NH:32][C:31](=[O:33])[O:30][N:29]=4)=[CH:18][CH:17]=3)=[C:11]([CH2:34][CH2:35][CH3:36])[N:10]3[N:37]=[CH:38][N:39]=[C:9]23)[CH2:4][CH2:3]1.[CH2:40]=[C:41]([CH2:44]O)[CH2:42][OH:43].CC1C=CC(S(O)(=O)=O)=CC=1. The catalyst is C1(C)C=CC=CC=1. The product is [CH2:40]=[C:41]1[CH2:42][O:43][C:2]2([CH2:7][CH2:6][CH:5]([N:8]3[C:13](=[O:14])[C:12]([CH2:15][C:16]4[CH:17]=[CH:18][C:19]([C:22]5[CH:27]=[CH:26][CH:25]=[CH:24][C:23]=5[C:28]5[NH:32][C:31](=[O:33])[O:30][N:29]=5)=[CH:20][CH:21]=4)=[C:11]([CH2:34][CH2:35][CH3:36])[N:10]4[N:37]=[CH:38][N:39]=[C:9]34)[CH2:4][CH2:3]2)[O:1][CH2:44]1. The yield is 0.190. (3) The reactants are CN(C)C=O.[C:6]([Cl:11])(=O)[C:7](Cl)=O.[I:12][C:13]1[CH:14]=C2[C:20](=[CH:21][CH:22]=1)[N:19]=[CH:18][N:17]=C2O. The catalyst is ClCCCl. The product is [Cl:11][C:6]1[C:7]2[C:20](=[CH:21][CH:22]=[C:13]([I:12])[CH:14]=2)[N:19]=[CH:18][N:17]=1. The yield is 0.990. (4) The reactants are C([Li])(C)(C)C.Br[C:7]1[CH:8]=[C:9]2[C:13](=[CH:14][CH:15]=1)[N:12]([Si:16]([CH:23]([CH3:25])[CH3:24])([CH:20]([CH3:22])[CH3:21])[CH:17]([CH3:19])[CH3:18])[CH:11]=[CH:10]2.[C:26]([O:30][C:31]([N:33]1[CH2:37][CH2:36][CH:35]([C:38](=[O:43])N(OC)C)[CH2:34]1)=[O:32])([CH3:29])([CH3:28])[CH3:27]. The catalyst is C1COCC1. The product is [C:26]([O:30][C:31]([N:33]1[CH2:37][CH2:36][CH:35]([C:38]([C:7]2[CH:8]=[C:9]3[C:13](=[CH:14][CH:15]=2)[N:12]([Si:16]([CH:17]([CH3:18])[CH3:19])([CH:20]([CH3:22])[CH3:21])[CH:23]([CH3:24])[CH3:25])[CH:11]=[CH:10]3)=[O:43])[CH2:34]1)=[O:32])([CH3:29])([CH3:28])[CH3:27]. The yield is 0.560. (5) The reactants are [CH3:1][O:2][C:3]([CH2:5][C:6]1[CH:7]=[C:8]([S:12][S:12][C:8]2[CH:9]=[CH:10][CH:11]=[C:6]([CH2:5][C:3]([O:2][CH3:1])=[O:4])[CH:7]=2)[CH:9]=[CH:10][CH:11]=1)=[O:4].[BH4-].[Na+]. The catalyst is C1COCC1.CO. The product is [SH:12][C:8]1[CH:7]=[C:6]([CH2:5][C:3]([O:2][CH3:1])=[O:4])[CH:11]=[CH:10][CH:9]=1. The yield is 0.840.